From a dataset of Forward reaction prediction with 1.9M reactions from USPTO patents (1976-2016). Predict the product of the given reaction. (1) Given the reactants [Cl:1][C:2]1[CH:11]=[C:10]2[C:5]([C:6]([C:28]3[CH:33]=[CH:32][CH:31]=[CH:30][CH:29]=3)=[C:7]([CH2:13][C:14]([NH:16][C:17]3[CH:22]=[CH:21][C:20]([Cl:23])=[CH:19][C:18]=3[C:24]([F:27])([F:26])[F:25])=[O:15])[C:8](=[O:12])[O:9]2)=[CH:4][C:3]=1[O:34]C.B(Br)(Br)Br.C(Cl)Cl.Cl, predict the reaction product. The product is: [Cl:1][C:2]1[CH:11]=[C:10]2[C:5]([C:6]([C:28]3[CH:33]=[CH:32][CH:31]=[CH:30][CH:29]=3)=[C:7]([CH2:13][C:14]([NH:16][C:17]3[CH:22]=[CH:21][C:20]([Cl:23])=[CH:19][C:18]=3[C:24]([F:26])([F:25])[F:27])=[O:15])[C:8](=[O:12])[O:9]2)=[CH:4][C:3]=1[OH:34]. (2) Given the reactants [O:1]=[C:2]1[N:6]([CH:7]2[CH2:12][CH2:11][N:10]([CH2:13][C:14]([NH:16][C@H:17]3[CH2:26][CH2:25][C:24]4[C:19](=[CH:20][CH:21]=[C:22]([O:27]C)[CH:23]=4)[C@H:18]3[CH2:29][C:30]3[CH:31]=[N:32][CH:33]=[CH:34][CH:35]=3)=[O:15])[CH2:9][CH2:8]2)[C:5]2[CH:36]=[CH:37][CH:38]=[CH:39][C:4]=2[NH:3]1.B(Br)(Br)Br.CO.[Cl:46]CCl, predict the reaction product. The product is: [ClH:46].[ClH:46].[O:1]=[C:2]1[N:6]([CH:7]2[CH2:8][CH2:9][N:10]([CH2:13][C:14]([NH:16][C@H:17]3[CH2:26][CH2:25][C:24]4[C:19](=[CH:20][CH:21]=[C:22]([OH:27])[CH:23]=4)[C@H:18]3[CH2:29][C:30]3[CH:31]=[N:32][CH:33]=[CH:34][CH:35]=3)=[O:15])[CH2:11][CH2:12]2)[C:5]2[CH:36]=[CH:37][CH:38]=[CH:39][C:4]=2[NH:3]1. (3) Given the reactants [F:1][C:2]1[CH:7]=[CH:6][C:5]([N:8]2[C:16]3[C:11](=[CH:12][C:13]([O:17][CH2:18][CH2:19][CH2:20][CH2:21][NH:22][CH3:23])=[CH:14][CH:15]=3)[CH:10]=[CH:9]2)=[CH:4][CH:3]=1.Cl[CH2:25][CH2:26][N:27]=[C:28]=[O:29].CCN(CC)CC.Cl, predict the reaction product. The product is: [O:29]1[CH2:25][CH2:26][N:27]=[C:28]1[N:22]([CH2:21][CH2:20][CH2:19][CH2:18][O:17][C:13]1[CH:12]=[C:11]2[C:16](=[CH:15][CH:14]=1)[N:8]([C:5]1[CH:4]=[CH:3][C:2]([F:1])=[CH:7][CH:6]=1)[CH:9]=[CH:10]2)[CH3:23]. (4) Given the reactants [NH2:1][C@H:2]1[CH2:7][CH2:6][C@H:5]([C:8]([OH:10])=[O:9])[CH2:4][CH2:3]1.C(N(CC)CC)C.Cl[C:19]1[N:24]=[C:23]([N:25]2[CH2:30][CH2:29][N:28]([CH3:31])[CH2:27][CH2:26]2)[N:22]=[C:21]([NH:32][CH3:33])[N:20]=1, predict the reaction product. The product is: [CH3:33][NH:32][C:21]1[N:22]=[C:23]([N:25]2[CH2:30][CH2:29][N:28]([CH3:31])[CH2:27][CH2:26]2)[N:24]=[C:19]([NH:1][C@H:2]2[CH2:7][CH2:6][C@H:5]([C:8]([OH:10])=[O:9])[CH2:4][CH2:3]2)[N:20]=1. (5) Given the reactants Cl[C:2]1[CH:19]=[CH:18][C:5]([C:6]([NH:8][CH2:9][C:10]2[CH:15]=[CH:14][CH:13]=[C:12]([O:16][CH3:17])[CH:11]=2)=[O:7])=[CH:4][N:3]=1.[CH3:20][C:21]1[CH:26]=[CH:25][C:24]([NH:27][C:28]([C:30]2[CH:34]=[CH:33][S:32][CH:31]=2)=[O:29])=[CH:23][C:22]=1B1OC(C)(C)C(C)(C)O1, predict the reaction product. The product is: [CH3:17][O:16][C:12]1[CH:11]=[C:10]([CH:15]=[CH:14][CH:13]=1)[CH2:9][NH:8][C:6](=[O:7])[C:5]1[CH:18]=[CH:19][C:2]([C:22]2[CH:23]=[C:24]([NH:27][C:28]([C:30]3[CH:34]=[CH:33][S:32][CH:31]=3)=[O:29])[CH:25]=[CH:26][C:21]=2[CH3:20])=[N:3][CH:4]=1. (6) Given the reactants [CH3:1][C:2](C)([O-:4])[CH3:3].[K+].[Cl:7][C:8]1[CH:9]=[CH:10][C:11]2[N:12]=[C:13]([NH2:23])[N:14]=[C:15](N3C=NC=N3)[C:16]=2[N:17]=1.CC(O)C, predict the reaction product. The product is: [Cl:7][C:8]1[CH:9]=[CH:10][C:11]2[N:12]=[C:13]([NH2:23])[N:14]=[C:15]([O:4][CH:2]([CH3:3])[CH3:1])[C:16]=2[N:17]=1. (7) Given the reactants [CH3:1][O:2][C:3]1[CH:4]=[CH:5][CH:6]=[C:7]2[C:12]=1[N:11]=[C:10]([CH3:13])[CH:9]=[CH:8]2.[Br:14]Br, predict the reaction product. The product is: [Br:14][C:6]1[CH:5]=[CH:4][C:3]([O:2][CH3:1])=[C:12]2[C:7]=1[CH:8]=[CH:9][C:10]([CH3:13])=[N:11]2.